From a dataset of Reaction yield outcomes from USPTO patents with 853,638 reactions. Predict the reaction yield, written as a fraction of the theoretical maximum amount of product (1.0 means a 100% yield; for example, 0.34 means a 34% yield). The reactants are C(O)(=[O:3])C.[O:5]1[C:14]2[C:9](=[CH:10][CH:11]=[CH:12][CH:13]=2)[CH:8]=[CH:7][CH2:6]1.[OH-].[Na+].Cl. The catalyst is C(O)C. The product is [O:5]1[C:14]2[C:9](=[CH:10][C:11]([OH:3])=[CH:12][CH:13]=2)[CH:8]=[CH:7][CH2:6]1. The yield is 0.980.